Task: Predict the product of the given reaction.. Dataset: Forward reaction prediction with 1.9M reactions from USPTO patents (1976-2016) Given the reactants [F:1][C:2]1[CH:7]=[CH:6][C:5]([C:8]2[C:9]([CH:14]3[CH2:17][N:16]([C:18]4[CH:27]=[CH:26][C:25]5[C:20](=[CH:21][CH:22]=[CH:23][CH:24]=5)[N:19]=4)[CH2:15]3)=[N:10][CH:11]=[CH:12][N:13]=2)=[CH:4][C:3]=1[O:28]C.B(Br)(Br)Br, predict the reaction product. The product is: [F:1][C:2]1[CH:7]=[CH:6][C:5]([C:8]2[C:9]([CH:14]3[CH2:17][N:16]([C:18]4[CH:27]=[CH:26][C:25]5[C:20](=[CH:21][CH:22]=[CH:23][CH:24]=5)[N:19]=4)[CH2:15]3)=[N:10][CH:11]=[CH:12][N:13]=2)=[CH:4][C:3]=1[OH:28].